Dataset: Forward reaction prediction with 1.9M reactions from USPTO patents (1976-2016). Task: Predict the product of the given reaction. (1) Given the reactants Br[C:2]1[CH:7]=[CH:6][CH:5]=[CH:4][C:3]=1[C:8]1[CH:13]=[CH:12][CH:11]=[CH:10][CH:9]=1.C([Li])CCC.[S:19](Cl)([Cl:22])(=[O:21])=[O:20], predict the reaction product. The product is: [C:3]1([C:8]2[CH:13]=[CH:12][CH:11]=[CH:10][CH:9]=2)[C:2]([S:19]([Cl:22])(=[O:21])=[O:20])=[CH:7][CH:6]=[CH:5][CH:4]=1. (2) Given the reactants [N:1]([CH2:4][CH2:5][O:6][C:7]1[CH:12]=[CH:11][C:10]([CH2:13][C:14]([CH2:21][CH2:22][CH2:23][CH3:24])([CH3:20])[C:15]([O:17][CH2:18][CH3:19])=[O:16])=[CH:9][CH:8]=1)=[N+]=[N-], predict the reaction product. The product is: [NH2:1][CH2:4][CH2:5][O:6][C:7]1[CH:12]=[CH:11][C:10]([CH2:13][C:14]([CH2:21][CH2:22][CH2:23][CH3:24])([CH3:20])[C:15]([O:17][CH2:18][CH3:19])=[O:16])=[CH:9][CH:8]=1. (3) Given the reactants C([N:8]1[CH2:13][CH2:12][CH:11]([N:14]2[CH2:23][C:22]3[C:17](=[CH:18][C:19]([F:24])=[CH:20][CH:21]=3)[NH:16][C:15]2=[O:25])[CH2:10][CH2:9]1)C1C=CC=CC=1.C(OCC)C, predict the reaction product. The product is: [F:24][C:19]1[CH:18]=[C:17]2[C:22]([CH2:23][N:14]([CH:11]3[CH2:12][CH2:13][NH:8][CH2:9][CH2:10]3)[C:15](=[O:25])[NH:16]2)=[CH:21][CH:20]=1. (4) Given the reactants [CH2:1]([O:3][C:4]([C:6]1[O:10][N:9]=[C:8]([C:11]2[CH:16]=[CH:15][CH:14]=[C:13]([NH2:17])[CH:12]=2)[CH:7]=1)=[O:5])[CH3:2].Cl[C:19]1[S:20][C:21]2[CH:27]=[C:26]([F:28])[CH:25]=[CH:24][C:22]=2[N:23]=1, predict the reaction product. The product is: [CH2:1]([O:3][C:4]([C:6]1[O:10][N:9]=[C:8]([C:11]2[CH:16]=[CH:15][CH:14]=[C:13]([NH:17][C:19]3[S:20][C:21]4[CH:27]=[C:26]([F:28])[CH:25]=[CH:24][C:22]=4[N:23]=3)[CH:12]=2)[CH:7]=1)=[O:5])[CH3:2]. (5) The product is: [CH:39]12[CH2:47][CH2:46][CH:43]([CH2:44][CH2:45]1)[CH2:42][N:41]([CH2:48][CH2:49][O:1][C:2]1[CH:3]=[CH:4][C:5]([CH2:6][CH2:8][CH2:9][CH2:10][NH:11][C:12]3[CH:17]=[C:16]([O:18][CH3:19])[CH:15]=[CH:14][C:13]=3[CH:20]3[CH2:29][CH2:28][C:27]4[CH:26]=[C:25]([OH:30])[CH:24]=[CH:23][C:22]=4[CH2:21]3)=[CH:37][CH:38]=1)[CH2:40]2. Given the reactants [OH:1][C:2]1[CH:38]=[CH:37][C:5]([C:6]([CH2:8][CH2:9][CH2:10][NH:11][C:12]2[CH:17]=[C:16]([O:18][CH3:19])[CH:15]=[CH:14][C:13]=2[CH:20]2[CH2:29][CH2:28][C:27]3[CH:26]=[C:25]([O:30]C(=O)C(C)(C)C)[CH:24]=[CH:23][C:22]=3[CH2:21]2)=O)=[CH:4][CH:3]=1.[CH:39]12[CH2:47][CH2:46][CH:43]([CH2:44][CH2:45]1)[CH2:42][N:41]([C:48](=O)[CH2:49]Cl)[CH2:40]2, predict the reaction product. (6) Given the reactants [N:1]1([CH2:7][CH2:8][NH:9][C:10]2[N:15]=[C:14]3[N:16](COCC[Si](C)(C)C)[N:17]=[C:18]([C:19]4[CH:24]=[CH:23][CH:22]=[C:21]([NH:25][CH2:26][C:27]5[CH:31]=[CH:30][S:29][CH:28]=5)[CH:20]=4)[C:13]3=[CH:12][N:11]=2)[CH2:6][CH2:5][O:4][CH2:3][CH2:2]1.C(O)(C(F)(F)F)=O, predict the reaction product. The product is: [N:1]1([CH2:7][CH2:8][NH:9][C:10]2[N:15]=[C:14]3[NH:16][N:17]=[C:18]([C:19]4[CH:24]=[CH:23][CH:22]=[C:21]([NH:25][CH2:26][C:27]5[CH:31]=[CH:30][S:29][CH:28]=5)[CH:20]=4)[C:13]3=[CH:12][N:11]=2)[CH2:6][CH2:5][O:4][CH2:3][CH2:2]1. (7) Given the reactants Cl.[OH:2][CH:3]([CH3:8])[CH2:4][C:5]([OH:7])=O.[CH2:9]([C@H:16]1[CH2:20][NH:19][C@H:18]([C:21]([NH:23][C:24]2[CH:29]=[CH:28][C:27]([O:30][C:31]3[CH:36]=[CH:35][C:34]([F:37])=[CH:33][CH:32]=3)=[CH:26][CH:25]=2)=[O:22])[CH2:17]1)[C:10]1[CH:15]=[CH:14][CH:13]=[CH:12][CH:11]=1, predict the reaction product. The product is: [CH2:9]([C@H:16]1[CH2:20][N:19]([C:5](=[O:7])[CH2:4][CH:3]([OH:2])[CH3:8])[C@H:18]([C:21]([NH:23][C:24]2[CH:29]=[CH:28][C:27]([O:30][C:31]3[CH:32]=[CH:33][C:34]([F:37])=[CH:35][CH:36]=3)=[CH:26][CH:25]=2)=[O:22])[CH2:17]1)[C:10]1[CH:11]=[CH:12][CH:13]=[CH:14][CH:15]=1. (8) The product is: [CH2:1]([O:3][C:4](=[O:13])[C:5]1[CH:10]=[CH:9][CH:8]=[C:7]([C:11]2[O:23][N:22]=[C:21]([C:18]3[CH:19]=[CH:20][C:15]([Cl:14])=[CH:16][CH:17]=3)[CH:12]=2)[CH:6]=1)[CH3:2]. Given the reactants [CH2:1]([O:3][C:4](=[O:13])[C:5]1[CH:10]=[CH:9][CH:8]=[C:7]([C:11]#[CH:12])[CH:6]=1)[CH3:2].[Cl:14][C:15]1[CH:20]=[CH:19][C:18]([C:21](Cl)=[N:22][OH:23])=[CH:17][CH:16]=1.N1C=CC=CC=1.C(N(CC)CC)C, predict the reaction product.